Dataset: Full USPTO retrosynthesis dataset with 1.9M reactions from patents (1976-2016). Task: Predict the reactants needed to synthesize the given product. Given the product [C:9]([O-:12])(=[O:11])[CH3:10].[NH2:2][NH+:3]=[C:4]([NH2:8])[N:5]([NH2:7])[NH2:6].[Cl-:1].[Na+:13], predict the reactants needed to synthesize it. The reactants are: [ClH:1].[NH2:2][N:3]=[C:4]([NH2:8])[N:5]([NH2:7])[NH2:6].[C:9]([O-:12])(=[O:11])[CH3:10].[Na+:13].